Dataset: NCI-60 drug combinations with 297,098 pairs across 59 cell lines. Task: Regression. Given two drug SMILES strings and cell line genomic features, predict the synergy score measuring deviation from expected non-interaction effect. (1) Drug 1: COC1=CC(=CC(=C1O)OC)C2C3C(COC3=O)C(C4=CC5=C(C=C24)OCO5)OC6C(C(C7C(O6)COC(O7)C8=CC=CS8)O)O. Drug 2: C1=NC2=C(N=C(N=C2N1C3C(C(C(O3)CO)O)O)F)N. Cell line: SF-539. Synergy scores: CSS=43.3, Synergy_ZIP=-0.0767, Synergy_Bliss=0.368, Synergy_Loewe=-37.8, Synergy_HSA=0.596. (2) Drug 1: CC1CCC2CC(C(=CC=CC=CC(CC(C(=O)C(C(C(=CC(C(=O)CC(OC(=O)C3CCCCN3C(=O)C(=O)C1(O2)O)C(C)CC4CCC(C(C4)OC)OCCO)C)C)O)OC)C)C)C)OC. Drug 2: C#CCC(CC1=CN=C2C(=N1)C(=NC(=N2)N)N)C3=CC=C(C=C3)C(=O)NC(CCC(=O)O)C(=O)O. Cell line: MDA-MB-435. Synergy scores: CSS=48.8, Synergy_ZIP=1.71, Synergy_Bliss=-1.69, Synergy_Loewe=-21.4, Synergy_HSA=-1.30. (3) Drug 1: C1=CC(=CC=C1C#N)C(C2=CC=C(C=C2)C#N)N3C=NC=N3. Drug 2: COC1=C2C(=CC3=C1OC=C3)C=CC(=O)O2. Cell line: SNB-19. Synergy scores: CSS=-2.72, Synergy_ZIP=1.45, Synergy_Bliss=0.825, Synergy_Loewe=-1.51, Synergy_HSA=-2.19. (4) Drug 1: CC12CCC(CC1=CCC3C2CCC4(C3CC=C4C5=CN=CC=C5)C)O. Drug 2: CC12CCC3C(C1CCC2O)C(CC4=C3C=CC(=C4)O)CCCCCCCCCS(=O)CCCC(C(F)(F)F)(F)F. Cell line: MDA-MB-435. Synergy scores: CSS=9.77, Synergy_ZIP=-0.546, Synergy_Bliss=3.58, Synergy_Loewe=3.31, Synergy_HSA=2.29. (5) Drug 1: CCCCCOC(=O)NC1=NC(=O)N(C=C1F)C2C(C(C(O2)C)O)O. Drug 2: CC1=C(C(=O)C2=C(C1=O)N3CC4C(C3(C2COC(=O)N)OC)N4)N. Cell line: SNB-19. Synergy scores: CSS=21.9, Synergy_ZIP=2.89, Synergy_Bliss=3.60, Synergy_Loewe=-26.0, Synergy_HSA=-0.244. (6) Drug 2: CCCCC(=O)OCC(=O)C1(CC(C2=C(C1)C(=C3C(=C2O)C(=O)C4=C(C3=O)C=CC=C4OC)O)OC5CC(C(C(O5)C)O)NC(=O)C(F)(F)F)O. Synergy scores: CSS=62.5, Synergy_ZIP=2.93, Synergy_Bliss=2.46, Synergy_Loewe=-3.38, Synergy_HSA=4.36. Drug 1: CC1C(C(CC(O1)OC2CC(OC(C2O)C)OC3=CC4=CC5=C(C(=O)C(C(C5)C(C(=O)C(C(C)O)O)OC)OC6CC(C(C(O6)C)O)OC7CC(C(C(O7)C)O)OC8CC(C(C(O8)C)O)(C)O)C(=C4C(=C3C)O)O)O)O. Cell line: SK-OV-3.